Dataset: Reaction yield outcomes from USPTO patents with 853,638 reactions. Task: Predict the reaction yield, written as a fraction of the theoretical maximum amount of product (1.0 means a 100% yield; for example, 0.34 means a 34% yield). The reactants are [F:1][C:2]1[CH:7]=[CH:6][C:5]([N:8]2[C:12](O)=[CH:11][C:10]([C:14]([F:17])([F:16])[F:15])=[N:9]2)=[C:4]([CH3:18])[CH:3]=1.P(Br)(Br)([Br:21])=O.C([O-])(O)=O.[Na+]. No catalyst specified. The product is [Br:21][C:12]1[N:8]([C:5]2[CH:6]=[CH:7][C:2]([F:1])=[CH:3][C:4]=2[CH3:18])[N:9]=[C:10]([C:14]([F:17])([F:16])[F:15])[CH:11]=1. The yield is 0.830.